From a dataset of Reaction yield outcomes from USPTO patents with 853,638 reactions. Predict the reaction yield, written as a fraction of the theoretical maximum amount of product (1.0 means a 100% yield; for example, 0.34 means a 34% yield). (1) The reactants are [NH2:1][C:2]1[CH:7]=[CH:6][C:5]([Br:8])=[CH:4][N+:3]=1[CH2:9][C:10]([O:12]CC)=O.[Br-].C[O-].[Na+]. The catalyst is CO.O. The product is [Br:8][C:5]1[CH:6]=[CH:7][C:2]2[N:3]([CH2:9][C:10](=[O:12])[N:1]=2)[CH:4]=1. The yield is 0.0300. (2) The reactants are [CH3:1][O:2][C:3](=[O:23])[C:4]1[CH:9]=[C:8]([N+:10]([O-])=O)[C:7]([NH2:13])=[C:6]([F:14])[C:5]=1[NH:15][C:16]1[CH:21]=[CH:20][CH:19]=[CH:18][C:17]=1[Cl:22]. The catalyst is CC(O)=O.C(OCC)(=O)C.[Zn]. The product is [CH3:1][O:2][C:3](=[O:23])[C:4]1[CH:9]=[C:8]([NH2:10])[C:7]([NH2:13])=[C:6]([F:14])[C:5]=1[NH:15][C:16]1[CH:21]=[CH:20][CH:19]=[CH:18][C:17]=1[Cl:22]. The yield is 0.480. (3) The reactants are C(OC([N:8]([C:16]1[C:21]([C:22]2[O:23][C:24]([C:27]3[CH:32]=[CH:31][CH:30]=[CH:29][CH:28]=3)=[N:25][N:26]=2)=[N:20][C:19]([C:33]2[CH2:42][CH2:41][C:36]3(OCC[O:37]3)[CH2:35][CH:34]=2)=[CH:18][N:17]=1)C(=O)OC(C)(C)C)=O)(C)(C)C.CC(O)=O.O.[OH-].[Na+]. The catalyst is CCOC(C)=O. The product is [NH2:8][C:16]1[N:17]=[CH:18][C:19]([C:33]2[CH2:42][CH2:41][C:36](=[O:37])[CH2:35][CH:34]=2)=[N:20][C:21]=1[C:22]1[O:23][C:24]([C:27]2[CH:32]=[CH:31][CH:30]=[CH:29][CH:28]=2)=[N:25][N:26]=1. The yield is 0.820. (4) The reactants are [Cl:1][C:2]1[CH:10]=[CH:9][C:8]([NH:11][S:12]([C:15]2[S:16][CH:17]=[CH:18][CH:19]=2)(=[O:14])=[O:13])=[C:7]2[C:3]=1[CH:4]=[C:5]([C:23]([O:25][CH2:26][CH3:27])=[O:24])[N:6]2[CH2:20][O:21][CH3:22].CI.[C:30](=O)([O-])[O-].[K+].[K+].CN(C)C=O. The catalyst is O. The product is [Cl:1][C:2]1[CH:10]=[CH:9][C:8]([N:11]([CH3:30])[S:12]([C:15]2[S:16][CH:17]=[CH:18][CH:19]=2)(=[O:14])=[O:13])=[C:7]2[C:3]=1[CH:4]=[C:5]([C:23]([O:25][CH2:26][CH3:27])=[O:24])[N:6]2[CH2:20][O:21][CH3:22]. The yield is 0.930. (5) The reactants are Br[C:2]1[CH:7]=[CH:6][CH:5]=[CH:4][C:3]=1[Br:8].[CH3:9][S:10][C:11]1[CH:16]=[CH:15][C:14](B(O)O)=[CH:13][CH:12]=1. No catalyst specified. The product is [Br:8][C:3]1[CH:4]=[CH:5][CH:6]=[CH:7][C:2]=1[C:14]1[CH:15]=[CH:16][C:11]([S:10][CH3:9])=[CH:12][CH:13]=1. The yield is 0.890.